The task is: Regression. Given two drug SMILES strings and cell line genomic features, predict the synergy score measuring deviation from expected non-interaction effect.. This data is from NCI-60 drug combinations with 297,098 pairs across 59 cell lines. (1) Cell line: HT29. Drug 2: C(CCl)NC(=O)N(CCCl)N=O. Synergy scores: CSS=1.60, Synergy_ZIP=0.554, Synergy_Bliss=1.99, Synergy_Loewe=0.188, Synergy_HSA=-1.23. Drug 1: CN1C(=O)N2C=NC(=C2N=N1)C(=O)N. (2) Drug 1: CC1OCC2C(O1)C(C(C(O2)OC3C4COC(=O)C4C(C5=CC6=C(C=C35)OCO6)C7=CC(=C(C(=C7)OC)O)OC)O)O. Drug 2: CN(C(=O)NC(C=O)C(C(C(CO)O)O)O)N=O. Cell line: SN12C. Synergy scores: CSS=23.0, Synergy_ZIP=-10.3, Synergy_Bliss=-6.39, Synergy_Loewe=-33.8, Synergy_HSA=-4.50.